Dataset: Reaction yield outcomes from USPTO patents with 853,638 reactions. Task: Predict the reaction yield, written as a fraction of the theoretical maximum amount of product (1.0 means a 100% yield; for example, 0.34 means a 34% yield). (1) The reactants are C(OC([N:8]1[CH2:13][CH2:12][CH2:11][CH:10]([C:14]2[CH:19]=[CH:18][CH:17]=[C:16]([O:20][C:21]([C:24]([O:26][CH2:27][C:28]3[CH:33]=[CH:32][CH:31]=[CH:30][CH:29]=3)=[O:25])([CH3:23])[CH3:22])[CH:15]=2)[CH2:9]1)=O)(C)(C)C. The catalyst is FC(F)(F)C(O)=O.C(Cl)Cl. The product is [CH2:27]([O:26][C:24](=[O:25])[C:21]([CH3:22])([O:20][C:16]1[CH:17]=[CH:18][CH:19]=[C:14]([CH:10]2[CH2:11][CH2:12][CH2:13][NH:8][CH2:9]2)[CH:15]=1)[CH3:23])[C:28]1[CH:33]=[CH:32][CH:31]=[CH:30][CH:29]=1. The yield is 0.540. (2) The reactants are [N+:1]([C:4]1[CH:5]=[C:6]2[C:10](=[CH:11][CH:12]=1)[NH:9][N:8]=[C:7]2[C:13]([OH:15])=O)([O-:3])=[O:2].[F:16][C:17]1[CH:23]=[CH:22][C:20]([NH2:21])=[CH:19][CH:18]=1.C1C=CC2N(O)N=NC=2C=1.C(Cl)CCl. The catalyst is CN(C=O)C. The product is [F:16][C:17]1[CH:23]=[CH:22][C:20]([NH:21][C:13]([C:7]2[C:6]3[C:10](=[CH:11][CH:12]=[C:4]([N+:1]([O-:3])=[O:2])[CH:5]=3)[NH:9][N:8]=2)=[O:15])=[CH:19][CH:18]=1. The yield is 0.820. (3) The reactants are [Cl:1][C:2]1[CH:3]=[C:4]([CH:7]=[C:8]([OH:11])[C:9]=1[OH:10])[CH:5]=[O:6].[C:12]([O-])([O-])=O.[Cs+].[Cs+].O. The catalyst is CN(C=O)C. The product is [Cl:1][C:2]1[C:9]2[O:10][CH2:12][O:11][C:8]=2[CH:7]=[C:4]([CH:5]=[O:6])[CH:3]=1. The yield is 0.700. (4) The reactants are [CH3:1][O:2][C:3]1[CH:4]=[C:5]([CH:23]=[CH:24][C:25]=1[O:26][CH3:27])[CH2:6][C@H:7]1[CH2:11][O:10][C:9](=[O:12])[C@@H:8]1[CH2:13][C:14]1[CH:19]=[CH:18][C:17]([OH:20])=[C:16]([O:21][CH3:22])[CH:15]=1.[CH3:28][N:29]([CH3:33])[C:30](Cl)=[O:31].[NH4+].[Cl-]. The catalyst is C(Cl)Cl.CN(C1C=CN=CC=1)C. The product is [CH3:28][N:29]([CH3:33])[C:30](=[O:31])[O:20][C:17]1[CH:18]=[CH:19][C:14]([CH2:13][C@@H:8]2[C@@H:7]([CH2:6][C:5]3[CH:23]=[CH:24][C:25]([O:26][CH3:27])=[C:3]([O:2][CH3:1])[CH:4]=3)[CH2:11][O:10][C:9]2=[O:12])=[CH:15][C:16]=1[O:21][CH3:22]. The yield is 0.616. (5) The reactants are [CH2:1]([C:3]1[CH:4]=[C:5]2[C:9](=[CH:10][CH:11]=1)[NH:8][CH2:7][CH2:6]2)[CH3:2].[N+:12]([O-])([O-:14])=[O:13].[K+].[OH-].[Na+]. The catalyst is OS(O)(=O)=O. The product is [CH2:1]([C:3]1[CH:4]=[C:5]2[C:9](=[CH:10][C:11]=1[N+:12]([O-:14])=[O:13])[NH:8][CH2:7][CH2:6]2)[CH3:2]. The yield is 0.580. (6) The reactants are [C:1]1([C:13]([OH:15])=O)[C:11]2=[C:12]3[C:7](=[CH:8][CH:9]=[CH:10]2)[CH2:6][CH2:5][CH2:4][N:3]3[CH:2]=1.Cl.[CH2:17]([NH:24][CH2:25][CH2:26][CH2:27][CH2:28][CH2:29][CH2:30][C:31]([O:33][CH2:34][CH3:35])=[O:32])[C:18]1[CH:23]=[CH:22][CH:21]=[CH:20][CH:19]=1. No catalyst specified. The product is [CH2:17]([N:24]([C:13]([C:1]1[C:11]2=[C:12]3[C:7](=[CH:8][CH:9]=[CH:10]2)[CH2:6][CH2:5][CH2:4][N:3]3[CH:2]=1)=[O:15])[CH2:25][CH2:26][CH2:27][CH2:28][CH2:29][CH2:30][C:31]([O:33][CH2:34][CH3:35])=[O:32])[C:18]1[CH:23]=[CH:22][CH:21]=[CH:20][CH:19]=1. The yield is 0.610.